Dataset: Forward reaction prediction with 1.9M reactions from USPTO patents (1976-2016). Task: Predict the product of the given reaction. (1) Given the reactants [CH3:1][O:2][C:3](=[O:15])[C:4]1[CH:9]=[C:8]([N+:10]([O-])=O)[CH:7]=[C:6]([O:13][CH3:14])[CH:5]=1, predict the reaction product. The product is: [CH3:1][O:2][C:3](=[O:15])[C:4]1[CH:5]=[C:6]([O:13][CH3:14])[CH:7]=[C:8]([NH2:10])[CH:9]=1. (2) Given the reactants [CH3:1][C@H:2]1[CH2:7][CH2:6][CH2:5][CH2:4][N:3]1[C:8]1[N:12]2[CH:13]=[C:14]([O:17][C@H:18]3[C:27]4[C:22](=[CH:23][CH:24]=[CH:25][CH:26]=4)[C@@H:21]([NH2:28])[CH2:20][CH2:19]3)[CH:15]=[CH:16][C:11]2=[N:10][N:9]=1.ClC(Cl)(Cl)C[O:32][C:33](=O)[NH:34][C:35]1[N:39]([C:40]2[C:41]([CH2:54][O:55][Si:56]([CH:63]([CH3:65])[CH3:64])([CH:60]([CH3:62])[CH3:61])[CH:57]([CH3:59])[CH3:58])=[N:42][N:43]([CH2:45][CH2:46][O:47][CH:48]3[CH2:53][CH2:52][CH2:51][CH2:50][O:49]3)[CH:44]=2)[N:38]=[C:37]([C:66]([CH3:69])([CH3:68])[CH3:67])[CH:36]=1.CCN(C(C)C)C(C)C, predict the reaction product. The product is: [C:66]([C:37]1[CH:36]=[C:35]([NH:34][C:33]([NH:28][C@@H:21]2[C:22]3[C:27](=[CH:26][CH:25]=[CH:24][CH:23]=3)[C@H:18]([O:17][C:14]3[CH:15]=[CH:16][C:11]4[N:12]([C:8]([N:3]5[CH2:4][CH2:5][CH2:6][CH2:7][C@@H:2]5[CH3:1])=[N:9][N:10]=4)[CH:13]=3)[CH2:19][CH2:20]2)=[O:32])[N:39]([C:40]2[C:41]([CH2:54][O:55][Si:56]([CH:57]([CH3:59])[CH3:58])([CH:63]([CH3:65])[CH3:64])[CH:60]([CH3:61])[CH3:62])=[N:42][N:43]([CH2:45][CH2:46][O:47][CH:48]3[CH2:53][CH2:52][CH2:51][CH2:50][O:49]3)[CH:44]=2)[N:38]=1)([CH3:68])([CH3:67])[CH3:69]. (3) Given the reactants [CH3:1][O:2][C:3]1[CH:4]=[C:5]([CH:11]=[CH:12][C:13]=1[O:14][Si:15]([C:18]([CH3:21])([CH3:20])[CH3:19])([CH3:17])[CH3:16])/[CH:6]=[CH:7]/[C:8]([OH:10])=O.[C:22]([O:25][CH2:26][CH3:27])(=[S:24])[CH3:23], predict the reaction product. The product is: [CH2:26]([O:25][C:22](=[S:24])[CH2:23][C:8](=[O:10])/[CH:7]=[CH:6]/[C:5]1[CH:11]=[CH:12][C:13]([O:14][Si:15]([C:18]([CH3:21])([CH3:20])[CH3:19])([CH3:17])[CH3:16])=[C:3]([O:2][CH3:1])[CH:4]=1)[CH3:27]. (4) Given the reactants I[C:2]1[CH:7]=[CH:6][C:5]([OH:8])=[CH:4][CH:3]=1.[CH2:9]([O:11][C:12]([C:14]1[CH:15]=[C:16](B(O)O)[CH:17]=[CH:18][CH:19]=1)=[O:13])[CH3:10], predict the reaction product. The product is: [OH:8][C:5]1[CH:6]=[CH:7][C:2]([C:16]2[CH:17]=[CH:18][CH:19]=[C:14]([C:12]([O:11][CH2:9][CH3:10])=[O:13])[CH:15]=2)=[CH:3][CH:4]=1. (5) Given the reactants [N:1]([C:4]1[CH:12]=[CH:11][C:7]2[NH:8][CH:9]=[N:10][C:6]=2[CH:5]=1)=[C:2]=[S:3].[C:13]1([CH:19]([NH2:21])[CH3:20])[CH:18]=[CH:17][CH:16]=[CH:15][CH:14]=1, predict the reaction product. The product is: [NH:8]1[C:7]2[CH:11]=[CH:12][C:4]([NH:1][C:2]([NH:21][CH:19]([C:13]3[CH:18]=[CH:17][CH:16]=[CH:15][CH:14]=3)[CH3:20])=[S:3])=[CH:5][C:6]=2[N:10]=[CH:9]1. (6) Given the reactants [O:1]=[C:2]1[C:14]2[C:13]([C:15](O)=[O:16])=[CH:12][CH:11]=[CH:10][C:9]=2[C:8]2[C:3]1=[CH:4][CH:5]=[CH:6][CH:7]=2.C(Cl)(=O)C(Cl)=O.Cl.[F:25][C:26]1[CH:31]=[CH:30][C:29]([CH:32]([OH:46])[CH:33]([NH2:45])[CH2:34][C:35]2[CH:40]=[CH:39][C:38]([C:41]([F:44])([F:43])[F:42])=[CH:37][CH:36]=2)=[CH:28][CH:27]=1.C(=O)([O-])O.[Na+], predict the reaction product. The product is: [F:25][C:26]1[CH:27]=[CH:28][C:29]([CH:32]([OH:46])[CH:33]([NH:45][C:15]([C:13]2[C:14]3[C:2](=[O:1])[C:3]4[C:8](=[CH:7][CH:6]=[CH:5][CH:4]=4)[C:9]=3[CH:10]=[CH:11][CH:12]=2)=[O:16])[CH2:34][C:35]2[CH:40]=[CH:39][C:38]([C:41]([F:44])([F:43])[F:42])=[CH:37][CH:36]=2)=[CH:30][CH:31]=1. (7) Given the reactants [NH2:1][C:2]1[N:7]=[CH:6][N:5]=[C:4]([N:8]2[C:12]3[CH:13]=[CH:14][CH:15]=[CH:16][C:11]=3[N:10]=[C:9]2[NH:17][C:18]2[CH:19]=[C:20]([NH2:25])[CH:21]=[CH:22][C:23]=2[CH3:24])[CH:3]=1.[N:26]1([C:32]2[CH:33]=[C:34]([CH:38]=[C:39]([C:41]([F:44])([F:43])[F:42])[CH:40]=2)[C:35](O)=[O:36])[CH2:31][CH2:30][O:29][CH2:28][CH2:27]1.CCN(C(C)C)C(C)C.CN(C(ON1N=NC2C=CC=NC1=2)=[N+](C)C)C.F[P-](F)(F)(F)(F)F, predict the reaction product. The product is: [NH2:1][C:2]1[N:7]=[CH:6][N:5]=[C:4]([N:8]2[C:12]3[CH:13]=[CH:14][CH:15]=[CH:16][C:11]=3[N:10]=[C:9]2[NH:17][C:18]2[CH:19]=[C:20]([NH:25][C:35](=[O:36])[C:34]3[CH:38]=[C:39]([C:41]([F:42])([F:43])[F:44])[CH:40]=[C:32]([N:26]4[CH2:31][CH2:30][O:29][CH2:28][CH2:27]4)[CH:33]=3)[CH:21]=[CH:22][C:23]=2[CH3:24])[CH:3]=1.